From a dataset of Forward reaction prediction with 1.9M reactions from USPTO patents (1976-2016). Predict the product of the given reaction. Given the reactants [Li]CCCC.[CH3:6][O:7][C:8]1[C@@H:9]([CH:16]([CH3:18])[CH3:17])[N:10]=[C:11]([O:14][CH3:15])[CH2:12][N:13]=1.Br[CH2:20][C:21]1[CH:30]=[CH:29][C:24]2[O:25][CH2:26][CH2:27][O:28][C:23]=2[CH:22]=1, predict the reaction product. The product is: [O:25]1[CH2:26][CH2:27][O:28][C:23]2[CH:22]=[C:21]([CH2:20][C@H:12]3[C:11]([O:14][CH3:15])=[N:10][C@H:9]([CH:16]([CH3:18])[CH3:17])[C:8]([O:7][CH3:6])=[N:13]3)[CH:30]=[CH:29][C:24]1=2.